This data is from Reaction yield outcomes from USPTO patents with 853,638 reactions. The task is: Predict the reaction yield, written as a fraction of the theoretical maximum amount of product (1.0 means a 100% yield; for example, 0.34 means a 34% yield). (1) The reactants are [NH2:1][C:2]1[CH:7]=[CH:6][N:5]=[C:4]([S:8][C:9]2[C:10]([O:35][CH3:36])=[N:11][C:12]([N:17]3[CH2:22][CH2:21][N:20]([CH2:23][CH2:24][CH2:25][CH2:26][NH:27][C:28](=[O:34])[O:29][C:30]([CH3:33])([CH3:32])[CH3:31])[CH2:19][CH2:18]3)=[N:13][C:14]=2[O:15][CH3:16])[N:3]=1.CCN(CC)CC.[C:44](Cl)(=[O:47])[CH:45]=[CH2:46]. The catalyst is C(Cl)Cl. The product is [C:44]([NH:1][C:2]1[CH:7]=[CH:6][N:5]=[C:4]([S:8][C:9]2[C:10]([O:35][CH3:36])=[N:11][C:12]([N:17]3[CH2:18][CH2:19][N:20]([CH2:23][CH2:24][CH2:25][CH2:26][NH:27][C:28](=[O:34])[O:29][C:30]([CH3:32])([CH3:31])[CH3:33])[CH2:21][CH2:22]3)=[N:13][C:14]=2[O:15][CH3:16])[N:3]=1)(=[O:47])[CH:45]=[CH2:46]. The yield is 0.650. (2) The reactants are [N+:1]([O-:4])(O)=[O:2].OS(O)(=O)=O.[F:10][C:11]1[CH:19]=[CH:18][CH:17]=[C:16]([F:20])[C:12]=1[C:13]([OH:15])=[O:14]. No catalyst specified. The product is [F:10][C:11]1[C:19]([N+:1]([O-:4])=[O:2])=[CH:18][CH:17]=[C:16]([F:20])[C:12]=1[C:13]([OH:15])=[O:14]. The yield is 0.800. (3) The reactants are [NH2:1][CH2:2][C@H:3]([OH:15])[CH2:4][N:5]1[CH2:14][CH2:13][C:12]2[C:7](=[CH:8][CH:9]=[CH:10][CH:11]=2)[CH2:6]1.[C:16](O)(=[O:23])[C:17]1[CH:22]=[CH:21][CH:20]=[CH:19][CH:18]=1.CN(C(ON1N=NC2C=CC=NC1=2)=[N+](C)C)C.F[P-](F)(F)(F)(F)F. The catalyst is C(Cl)Cl.O. The product is [CH2:6]1[C:7]2[C:12](=[CH:11][CH:10]=[CH:9][CH:8]=2)[CH2:13][CH2:14][N:5]1[CH2:4][C@@H:3]([OH:15])[CH2:2][NH:1][C:16](=[O:23])[C:17]1[CH:22]=[CH:21][CH:20]=[CH:19][CH:18]=1. The yield is 0.180. (4) The reactants are [NH2:1][C:2]1[CH:10]=[CH:9][C:8]([Br:11])=[CH:7][C:3]=1[C:4]([OH:6])=[O:5].Cl[C:13](Cl)([O:15]C(=O)OC(Cl)(Cl)Cl)Cl.N1C=CC=CC=1. The catalyst is C(#N)C.ClCCl. The product is [Br:11][C:8]1[CH:9]=[CH:10][C:2]2[NH:1][C:13](=[O:15])[O:5][C:4](=[O:6])[C:3]=2[CH:7]=1. The yield is 0.930. (5) The reactants are [N+:1]([C:4]1[CH:5]=[N:6][NH:7][CH:8]=1)([O-:3])=[O:2].[CH3:9][C:10]1[CH:15]=[CH:14][C:13]([S:16](Cl)(=[O:18])=[O:17])=[CH:12][CH:11]=1.C(N(CC)CC)C. The catalyst is CN(C=O)C.O. The product is [N+:1]([C:4]1[CH:5]=[N:6][N:7]([S:16]([C:13]2[CH:14]=[CH:15][C:10]([CH3:9])=[CH:11][CH:12]=2)(=[O:18])=[O:17])[CH:8]=1)([O-:3])=[O:2]. The yield is 0.500. (6) The reactants are [CH2:1]([O:8][C:9]1[N:10]=[N:11][C:12]([C:23]2([C:26]3[CH:31]=[CH:30][CH:29]=[CH:28][CH:27]=3)[CH2:25][CH2:24]2)=[CH:13][C:14]=1[O:15][CH2:16][C:17]1[CH:22]=[CH:21][CH:20]=[CH:19][CH:18]=1)[C:2]1[CH:7]=[CH:6][CH:5]=[CH:4][CH:3]=1.C(OC1N=NC(C(C2C=CC([C:62]([F:65])([F:64])[F:63])=CC=2)=C)=CC=1OCC1C=CC=CC=1)C1C=CC=CC=1. No catalyst specified. The product is [CH2:1]([O:8][C:9]1[N:10]=[N:11][C:12]([C:23]2([C:26]3[CH:31]=[CH:30][C:29]([C:62]([F:65])([F:64])[F:63])=[CH:28][CH:27]=3)[CH2:24][CH2:25]2)=[CH:13][C:14]=1[O:15][CH2:16][C:17]1[CH:18]=[CH:19][CH:20]=[CH:21][CH:22]=1)[C:2]1[CH:3]=[CH:4][CH:5]=[CH:6][CH:7]=1. The yield is 0.380. (7) The yield is 0.712. The product is [CH3:12][O:13][C:14]1[CH:21]=[C:20]([O:22][CH3:23])[CH:19]=[CH:18][C:15]=1[CH:16]=[C:27]1[CH2:28][CH2:29][CH2:30][C:25]1=[O:9]. The reactants are C1(N2CC[O:9]CC2)CCCC=1.[CH3:12][O:13][C:14]1[CH:21]=[C:20]([O:22][CH3:23])[CH:19]=[CH:18][C:15]=1[CH:16]=O.Cl.[CH:25]1[CH:30]=[CH:29][CH:28]=[CH:27]C=1. No catalyst specified. (8) The reactants are Br[C:2]1[CH:3]=[CH:4][C:5]2[O:6][CH2:7][C:8](=[O:12])[NH:9][C:10]=2[N:11]=1.[C:13]1(/[CH:19]=[CH:20]/B(O)O)[CH:18]=[CH:17][CH:16]=[CH:15][CH:14]=1.C(=O)([O-])[O-].[K+].[K+]. The catalyst is O1CCOCC1.O.CCOC(C)=O.C1C=CC([P]([Pd]([P](C2C=CC=CC=2)(C2C=CC=CC=2)C2C=CC=CC=2)([P](C2C=CC=CC=2)(C2C=CC=CC=2)C2C=CC=CC=2)[P](C2C=CC=CC=2)(C2C=CC=CC=2)C2C=CC=CC=2)(C2C=CC=CC=2)C2C=CC=CC=2)=CC=1. The product is [CH:20](/[C:2]1[CH:3]=[CH:4][C:5]2[O:6][CH2:7][C:8](=[O:12])[NH:9][C:10]=2[N:11]=1)=[CH:19]\[C:13]1[CH:18]=[CH:17][CH:16]=[CH:15][CH:14]=1. The yield is 0.380. (9) The reactants are [Cl:1][C:2]1[CH:7]=[CH:6][C:5]([CH:8](O)[C:9]2[C:18]3[C:17](=[O:19])[N:16]([CH2:20][CH2:21][CH2:22][O:23][CH:24]4CCCC[O:25]4)[C:15](=[O:30])[N:14]([CH3:31])[C:13]=3[N:12]=[CH:11][C:10]=2[C:32]2[CH:37]=[CH:36][CH:35]=[C:34]([O:38][C:39]([F:42])([F:41])[F:40])[CH:33]=2)=[CH:4][CH:3]=1. The catalyst is C(O)=O.[Zn]. The product is [CH:24]([O:23][CH2:22][CH2:21][CH2:20][N:16]1[C:17](=[O:19])[C:18]2[C:9]([CH2:8][C:5]3[CH:4]=[CH:3][C:2]([Cl:1])=[CH:7][CH:6]=3)=[C:10]([C:32]3[CH:37]=[CH:36][CH:35]=[C:34]([O:38][C:39]([F:41])([F:42])[F:40])[CH:33]=3)[CH:11]=[N:12][C:13]=2[N:14]([CH3:31])[C:15]1=[O:30])=[O:25]. The yield is 0.565. (10) The reactants are [S:1]1[C:8]2[CH:7]=[C:6]([C:9]([OH:11])=[O:10])[NH:5][C:4]=2[CH:3]=[CH:2]1.[Br:12]N1C(=O)CCC1=O.ClC1C2SC=CC=2NC=1C(O)=O. No catalyst specified. The product is [Br:12][C:7]1[C:8]2[S:1][CH:2]=[CH:3][C:4]=2[NH:5][C:6]=1[C:9]([OH:11])=[O:10]. The yield is 0.105.